This data is from Reaction yield outcomes from USPTO patents with 853,638 reactions. The task is: Predict the reaction yield, written as a fraction of the theoretical maximum amount of product (1.0 means a 100% yield; for example, 0.34 means a 34% yield). (1) The reactants are [CH:1]1([C:4]2[C:5]([NH:24][S:25]([CH3:28])(=[O:27])=[O:26])=[CH:6][C:7]3[O:11][C:10]([C:12]4[CH:17]=[CH:16][C:15]([F:18])=[CH:14][CH:13]=4)=[C:9]([C:19]([NH:21][CH3:22])=[O:20])[C:8]=3[CH:23]=2)[CH2:3][CH2:2]1.[F:29][C:30]1[C:31]([N+:41]([O-:43])=[O:42])=[C:32]([CH:37]=[C:38](F)[CH:39]=1)[C:33]([O:35][CH3:36])=[O:34].C([O-])([O-])=O.[Na+].[Na+]. The catalyst is CN(C)P(N(C)C)(N(C)C)=O.CCOC(C)=O. The product is [CH:1]1([C:4]2[C:5]([N:24]([C:38]3[CH:39]=[C:30]([F:29])[C:31]([N+:41]([O-:43])=[O:42])=[C:32]([CH:37]=3)[C:33]([O:35][CH3:36])=[O:34])[S:25]([CH3:28])(=[O:27])=[O:26])=[CH:6][C:7]3[O:11][C:10]([C:12]4[CH:17]=[CH:16][C:15]([F:18])=[CH:14][CH:13]=4)=[C:9]([C:19](=[O:20])[NH:21][CH3:22])[C:8]=3[CH:23]=2)[CH2:3][CH2:2]1. The yield is 0.580. (2) The yield is 0.250. The product is [Cl:1][C:2]1[N:6]2[CH:7]=[C:8]([C:15]3[CH:19]=[CH:18][O:17][CH:16]=3)[CH:9]=[C:10]([C:11]([F:14])([F:12])[F:13])[C:5]2=[N:4][C:3]=1[C:20]([N:22]1[CH2:23][CH:24]=[C:25]([C:28]2[CH2:29][NH:30][CH:31]=[N:32][CH:33]=2)[CH2:26][CH2:27]1)=[O:21]. The catalyst is C(O)(C(F)(F)F)=O. The reactants are [Cl:1][C:2]1[N:6]2[CH:7]=[C:8]([C:15]3[CH:19]=[CH:18][O:17][CH:16]=3)[CH:9]=[C:10]([C:11]([F:14])([F:13])[F:12])[C:5]2=[N:4][C:3]=1[C:20]([N:22]1[CH2:27][CH:26]=[C:25]([C:28]2[CH:29]=[N:30][CH:31]=[N:32][CH:33]=2)[CH2:24][CH2:23]1)=[O:21].[SiH](CC)(CC)CC. (3) The reactants are [CH2:1]([Cl:5])[C:2]([OH:4])=[O:3].[C:6]1([CH:12]=[CH:13][C:14]2[CH:15]=[C:16]([OH:24])[C:17]([CH2:21][CH2:22][CH3:23])=[C:18](O)[CH:19]=2)[CH:11]=[CH:10][CH:9]=[CH:8][CH:7]=1. No catalyst specified. The product is [Cl:5][CH2:1][C:2]([O:4][C:18]1[CH:19]=[C:14]([CH:13]=[CH:12][C:6]2[CH:7]=[CH:8][CH:9]=[CH:10][CH:11]=2)[CH:15]=[C:16]([O:24][C:2](=[O:3])[CH2:1][Cl:5])[C:17]=1[CH2:21][CH2:22][CH3:23])=[O:3]. The yield is 0.720.